Dataset: Catalyst prediction with 721,799 reactions and 888 catalyst types from USPTO. Task: Predict which catalyst facilitates the given reaction. (1) Reactant: C(O)(C(F)(F)F)=O.[CH3:8][C:9]1[CH:22]=[CH:21][C:20]([CH3:23])=[CH:19][C:10]=1[CH2:11][O:12][CH:13]1[CH2:18][CH2:17][NH:16][CH2:15][CH2:14]1.C(N(CC)CC)C.[CH3:31][S:32](Cl)(=[O:34])=[O:33]. Product: [CH3:8][C:9]1[CH:22]=[CH:21][C:20]([CH3:23])=[CH:19][C:10]=1[CH2:11][O:12][CH:13]1[CH2:18][CH2:17][N:16]([S:32]([CH3:31])(=[O:34])=[O:33])[CH2:15][CH2:14]1. The catalyst class is: 390. (2) Reactant: [Cl:1][C:2]1[C:3]([CH3:12])=[C:4]([S:8](Cl)(=[O:10])=[O:9])[CH:5]=[CH:6][CH:7]=1.N1C=CC=CC=1.[CH3:19][O:20][C:21]([C:23]1[O:24][C:25]2[CH:31]=[CH:30][C:29]([NH2:32])=[CH:28][C:26]=2[CH:27]=1)=[O:22].C([O-])(O)=O.[Na+]. Product: [CH3:19][O:20][C:21]([C:23]1[O:24][C:25]2[CH:31]=[CH:30][C:29]([NH:32][S:8]([C:4]3[CH:5]=[CH:6][CH:7]=[C:2]([Cl:1])[C:3]=3[CH3:12])(=[O:10])=[O:9])=[CH:28][C:26]=2[CH:27]=1)=[O:22]. The catalyst class is: 4. (3) Reactant: Cl.[CH3:2][O:3][CH2:4][NH2:5].C(N(CC)CC)C.[O:13]1[CH2:18][CH2:17][CH:16]([C:19](Cl)=[O:20])[CH2:15][CH2:14]1. Product: [CH3:2][O:3][CH2:4][NH:5][C:19]([CH:16]1[CH2:17][CH2:18][O:13][CH2:14][CH2:15]1)=[O:20]. The catalyst class is: 10. (4) Reactant: [F:1][C:2]1[CH:3]=[C:4]([CH:10]=[CH:11][CH:12]=1)/[CH:5]=[CH:6]/[C:7]([OH:9])=[O:8].[H][H]. Product: [F:1][C:2]1[CH:3]=[C:4]([CH:10]=[CH:11][CH:12]=1)[CH2:5][CH2:6][C:7]([OH:9])=[O:8]. The catalyst class is: 256. (5) Reactant: F[C:2]1[CH:9]=[CH:8][C:7]([I:10])=[CH:6][C:3]=1[CH:4]=[O:5].[C:11]([C:13]1[CH:18]=[CH:17][C:16]([OH:19])=[CH:15][CH:14]=1)#[N:12].C([O-])([O-])=O.[K+].[K+]. Product: [CH:4]([C:3]1[CH:6]=[C:7]([I:10])[CH:8]=[CH:9][C:2]=1[O:19][C:16]1[CH:17]=[CH:18][C:13]([C:11]#[N:12])=[CH:14][CH:15]=1)=[O:5]. The catalyst class is: 80. (6) Reactant: [Cl:1][C:2]1[CH:11]=[C:10]([C:12](=O)[CH3:13])[C:9]([N:15]2[CH2:20][CH2:19][N:18]([C:21]([C:23]3[CH:27]=[CH:26][N:25]([CH3:28])[N:24]=3)=[O:22])[CH2:17][CH2:16]2)=[C:8]2[C:3]=1[CH:4]=[CH:5][CH:6]=[N:7]2.C([O-])(=O)C.[NH4+].C([BH3-])#[N:35].[Na+].O1CCCC1. Product: [Cl:1][C:2]1[CH:11]=[C:10]([CH:12]([NH2:35])[CH3:13])[C:9]([N:15]2[CH2:20][CH2:19][N:18]([C:21]([C:23]3[CH:27]=[CH:26][N:25]([CH3:28])[N:24]=3)=[O:22])[CH2:17][CH2:16]2)=[C:8]2[C:3]=1[CH:4]=[CH:5][CH:6]=[N:7]2. The catalyst class is: 449. (7) Reactant: [N+](C1C=CC(C([O:10][C@H:11]2[CH2:16][CH2:15][C:14]([CH3:18])([CH3:17])[C@H:13]([N:19]3[C:27](=[O:28])[C:26]4[C:21](=[CH:22][CH:23]=[CH:24][CH:25]=4)[C:20]3=[O:29])[CH2:12]2)=O)=CC=1)([O-])=O.C[O-].[Na+].S([O-])(O)(=O)=O.[K+]. Product: [OH:10][C@H:11]1[CH2:12][C@H:13]([N:19]2[C:27](=[O:28])[C:26]3[C:21](=[CH:22][CH:23]=[CH:24][CH:25]=3)[C:20]2=[O:29])[C:14]([CH3:18])([CH3:17])[CH2:15][CH2:16]1. The catalyst class is: 111.